Dataset: NCI-60 drug combinations with 297,098 pairs across 59 cell lines. Task: Regression. Given two drug SMILES strings and cell line genomic features, predict the synergy score measuring deviation from expected non-interaction effect. (1) Drug 2: N.N.Cl[Pt+2]Cl. Cell line: NCIH23. Synergy scores: CSS=49.8, Synergy_ZIP=-1.35, Synergy_Bliss=-1.73, Synergy_Loewe=-8.52, Synergy_HSA=0.701. Drug 1: CS(=O)(=O)CCNCC1=CC=C(O1)C2=CC3=C(C=C2)N=CN=C3NC4=CC(=C(C=C4)OCC5=CC(=CC=C5)F)Cl. (2) Drug 1: C1=NC2=C(N=C(N=C2N1C3C(C(C(O3)CO)O)F)Cl)N. Drug 2: C1=CC=C(C=C1)NC(=O)CCCCCCC(=O)NO. Cell line: SK-MEL-5. Synergy scores: CSS=30.4, Synergy_ZIP=-3.28, Synergy_Bliss=-0.718, Synergy_Loewe=-1.26, Synergy_HSA=0.476. (3) Drug 1: C1CN(P(=O)(OC1)NCCCl)CCCl. Drug 2: CC1C(C(CC(O1)OC2CC(CC3=C2C(=C4C(=C3O)C(=O)C5=CC=CC=C5C4=O)O)(C(=O)C)O)N)O. Cell line: CAKI-1. Synergy scores: CSS=36.1, Synergy_ZIP=-1.31, Synergy_Bliss=-2.70, Synergy_Loewe=-28.9, Synergy_HSA=-1.49. (4) Drug 1: CCC1=CC2CC(C3=C(CN(C2)C1)C4=CC=CC=C4N3)(C5=C(C=C6C(=C5)C78CCN9C7C(C=CC9)(C(C(C8N6C)(C(=O)OC)O)OC(=O)C)CC)OC)C(=O)OC.C(C(C(=O)O)O)(C(=O)O)O. Drug 2: CN(C)N=NC1=C(NC=N1)C(=O)N. Cell line: A498. Synergy scores: CSS=8.04, Synergy_ZIP=-8.67, Synergy_Bliss=-4.12, Synergy_Loewe=-18.4, Synergy_HSA=-4.06.